Dataset: Full USPTO retrosynthesis dataset with 1.9M reactions from patents (1976-2016). Task: Predict the reactants needed to synthesize the given product. (1) Given the product [NH2:8][C:6]1[CH:5]=[C:4]([NH:9][C:19](=[O:20])[CH2:18][NH:17][C:10](=[O:11])[O:12][C:13]([CH3:14])([CH3:15])[CH3:16])[CH:3]=[C:2]([Cl:1])[CH:7]=1, predict the reactants needed to synthesize it. The reactants are: [Cl:1][C:2]1[CH:3]=[C:4]([NH2:9])[CH:5]=[C:6]([NH2:8])[CH:7]=1.[C:10]([NH:17][CH2:18][C:19](O)=[O:20])([O:12][C:13]([CH3:16])([CH3:15])[CH3:14])=[O:11].F[P-](F)(F)(F)(F)F.C(C(=NO[C+](N(C)C)N1CCOCC1)C(OCC)=O)#N.C(=O)([O-])O.[Na+]. (2) Given the product [C:18]1([CH2:45][CH2:46][CH2:41][CH2:40][NH:37][C:10]([C:3]2[CH:2]=[N:1][CH:6]=[CH:5][C:4]=2[C:7]([NH:34][CH2:33][CH2:32][CH2:31][CH2:30][C:24]2[CH:29]=[CH:28][CH:27]=[CH:26][CH:25]=2)=[O:9])=[O:12])[CH:23]=[CH:22][CH:21]=[CH:20][CH:19]=1, predict the reactants needed to synthesize it. The reactants are: [N:1]1[CH:6]=[CH:5][C:4]([C:7]([OH:9])=O)=[C:3]([C:10]([OH:12])=O)[CH:2]=1.O.ON1[C:19]2[CH:20]=[CH:21][CH:22]=[CH:23][C:18]=2N=N1.[C:24]1([CH2:30][CH2:31][CH2:32][CH2:33][NH2:34])[CH:29]=[CH:28][CH:27]=[CH:26][CH:25]=1.C([N:37]([CH2:40][CH3:41])CC)C.Cl.CN(C)[CH2:45][CH2:46]CN=C=NCC. (3) Given the product [O:20]1[CH:24]=[C:23]([C:25]2[CH:30]=[CH:29][C:28]([O:4][C:1](=[O:3])[N:10]([CH3:11])[C@H:9]3[CH2:8][NH:7][C:6]3=[O:5])=[CH:27][CH:26]=2)[N:22]=[CH:21]1, predict the reactants needed to synthesize it. The reactants are: [C:1]([O-:4])(=[O:3])C.[O:5]=[C:6]1[C@@H:9]([NH3+:10])[CH2:8][NH:7]1.[CH3:11]CN(C(C)C)C(C)C.[O:20]1[CH:24]=[C:23]([C:25]2[CH:30]=[CH:29][C:28](C3C=CN(C([O-])=O)C(=O)C=3C)=[CH:27][CH:26]=2)[N:22]=[CH:21]1.C([O-])(O)=O.[Na+].